From a dataset of Reaction yield outcomes from USPTO patents with 853,638 reactions. Predict the reaction yield, written as a fraction of the theoretical maximum amount of product (1.0 means a 100% yield; for example, 0.34 means a 34% yield). (1) The reactants are [C:1]1([C:7]2[C:11]([CH2:12][OH:13])=[C:10]([C:14]([F:17])([F:16])[F:15])[O:9][N:8]=2)[CH:6]=[CH:5][CH:4]=[CH:3][CH:2]=1.[CH3:18][O:19][C:20](=[O:28])[C:21]1[CH:26]=[CH:25][C:24](O)=[N:23][CH:22]=1.C1(P(C2C=CC=CC=2)C2C=CC=CC=2)C=CC=CC=1.N(C(OCC)=O)=NC(OCC)=O. The product is [CH3:18][O:19][C:20](=[O:28])[C:21]1[CH:26]=[CH:25][C:24]([O:13][CH2:12][C:11]2[C:7]([C:1]3[CH:2]=[CH:3][CH:4]=[CH:5][CH:6]=3)=[N:8][O:9][C:10]=2[C:14]([F:16])([F:17])[F:15])=[N:23][CH:22]=1. The yield is 0.420. The catalyst is C1COCC1. (2) The reactants are [CH3:1][N:2]1[C:6]([CH2:7]O)=[CH:5][C:4]([N+:9]([O-:11])=[O:10])=[N:3]1.P(Br)(Br)[Br:13].C(=O)(O)[O-].[Na+]. The catalyst is C(Cl)(Cl)Cl.ClCCl. The product is [Br:13][CH2:7][C:6]1[N:2]([CH3:1])[N:3]=[C:4]([N+:9]([O-:11])=[O:10])[CH:5]=1. The yield is 0.630. (3) The reactants are [CH2:1]([C:3]1[CH:11]=[CH:10][C:9]2[NH:8][C:7]3[CH2:12][CH2:13][N:14]([CH3:16])[CH2:15][C:6]=3[C:5]=2[CH:4]=1)[CH3:2].[OH-].[K+].[F:19][C:20]([F:30])([F:29])[C:21]1[CH:26]=[CH:25][C:24]([CH:27]=[CH2:28])=[CH:23][N:22]=1. The catalyst is CN1CCCC1=O.[Cl-].[Na+].O. The product is [CH2:1]([C:3]1[CH:11]=[CH:10][C:9]2[N:8]([CH2:28][CH2:27][C:24]3[CH:23]=[N:22][C:21]([C:20]([F:30])([F:19])[F:29])=[CH:26][CH:25]=3)[C:7]3[CH2:12][CH2:13][N:14]([CH3:16])[CH2:15][C:6]=3[C:5]=2[CH:4]=1)[CH3:2]. The yield is 0.570.